Predict which catalyst facilitates the given reaction. From a dataset of Catalyst prediction with 721,799 reactions and 888 catalyst types from USPTO. Reactant: [Si]([O:8][C:9]1[CH:14]=[C:13]([O:15][Si](C(C)(C)C)(C)C)[CH:12]=[CH:11][C:10]=1[C@H:23]1[CH2:28][CH2:27][C@H:26]([NH:29][S:30]([CH3:33])(=[O:32])=[O:31])[CH2:25][CH2:24]1)(C(C)(C)C)(C)C.ClCCCl.FC(F)(F)C(O)=O.O. Product: [OH:8][C:9]1[CH:14]=[C:13]([OH:15])[CH:12]=[CH:11][C:10]=1[C@H:23]1[CH2:24][CH2:25][C@H:26]([NH:29][S:30]([CH3:33])(=[O:32])=[O:31])[CH2:27][CH2:28]1. The catalyst class is: 11.